The task is: Predict the product of the given reaction.. This data is from Forward reaction prediction with 1.9M reactions from USPTO patents (1976-2016). (1) Given the reactants CN(C)[C:3](=[O:10])[C:4]1[CH:9]=[CH:8][CH:7]=[N:6][CH:5]=1.P(Cl)(Cl)(Cl)=O.[S:17]1[CH:21]=[CH:20][N:19]2[CH:22]=[N:23][CH:24]=[C:18]12.[OH-].[Na+], predict the reaction product. The product is: [N:6]1[CH:7]=[CH:8][CH:9]=[C:4]([C:3]([C:24]2[N:23]=[CH:22][N:19]3[CH:20]=[CH:21][S:17][C:18]=23)=[O:10])[CH:5]=1.[N:6]1[CH:7]=[CH:8][CH:9]=[C:4]([C:3]([C:22]2[N:19]3[C:18]([S:17][CH:21]=[CH:20]3)=[CH:24][N:23]=2)=[O:10])[CH:5]=1. (2) Given the reactants C([O:3][C:4]([C:6]1[CH:7]=[C:8]2[C:13](=[CH:14][CH:15]=1)[NH:12][CH:11]([C:16]1[CH:17]=[N:18][CH:19]=[C:20]([N:22]3[CH2:27][CH2:26][N:25]([C:28]4[CH:33]=[CH:32][C:31]([CH3:34])=[CH:30][C:29]=4[CH3:35])[CH2:24][CH2:23]3)[CH:21]=1)[CH2:10][C:9]2([CH3:37])[CH3:36])=[O:5])C.Cl, predict the reaction product. The product is: [CH3:35][C:29]1[CH:30]=[C:31]([CH3:34])[CH:32]=[CH:33][C:28]=1[N:25]1[CH2:24][CH2:23][N:22]([C:20]2[CH:21]=[C:16]([CH:11]3[CH2:10][C:9]([CH3:37])([CH3:36])[C:8]4[C:13](=[CH:14][CH:15]=[C:6]([C:4]([OH:5])=[O:3])[CH:7]=4)[NH:12]3)[CH:17]=[N:18][CH:19]=2)[CH2:27][CH2:26]1. (3) Given the reactants [P:1](Cl)([O:6][CH2:7][CH3:8])([O:3][CH2:4][CH3:5])=[O:2].C1COCC1.[NH2:15][CH2:16][C:17](=[C:19]1[CH2:24][CH2:23][CH2:22][N:21]([C:25]2[C:34]([O:35][CH3:36])=[C:33]3[C:28]([C:29](=[O:43])[C:30]([C:40]([OH:42])=[O:41])=[CH:31][N:32]3[CH:37]3[CH2:39][CH2:38]3)=[CH:27][C:26]=2[F:44])[CH2:20]1)[F:18], predict the reaction product. The product is: [CH:37]1([N:32]2[C:33]3[C:28](=[CH:27][C:26]([F:44])=[C:25]([N:21]4[CH2:22][CH2:23][CH2:24][C:19](=[C:17]([F:18])[CH2:16][NH:15][P:1]([O:6][CH2:7][CH3:8])([O:3][CH2:4][CH3:5])=[O:2])[CH2:20]4)[C:34]=3[O:35][CH3:36])[C:29](=[O:43])[C:30]([C:40]([OH:42])=[O:41])=[CH:31]2)[CH2:38][CH2:39]1. (4) Given the reactants Cl[C:2]1[N:7]=[C:6](Cl)[CH:5]=[CH:4][N:3]=1.[CH3:9][C:10]1[CH:15]=[CH:14][C:13]([CH3:16])=[CH:12][C:11]=1B(O)O.C(=O)([O-])[O-].[Cs+].[Cs+].[NH2:26][C:27]1[CH:28]=[C:29]([OH:33])[CH:30]=[CH:31][CH:32]=1.O.C1(C)C=CC(S(O)(=O)=O)=CC=1, predict the reaction product. The product is: [CH3:9][C:10]1[CH:15]=[CH:14][C:13]([CH3:16])=[CH:12][C:11]=1[C:6]1[CH:5]=[CH:4][N:3]=[C:2]([NH:26][C:27]2[CH:28]=[C:29]([OH:33])[CH:30]=[CH:31][CH:32]=2)[N:7]=1. (5) The product is: [CH:1]1([CH:4]([C:8]2[CH:13]=[CH:12][CH:11]=[CH:10][CH:9]=2)[C:5]([NH:24][C:21]2[CH:22]=[C:23]3[C:18](=[CH:19][CH:20]=2)[N:17]([CH:25]2[CH2:30][CH2:29][CH2:28][CH2:27][O:26]2)[N:16]=[C:15]3[I:14])=[O:7])[CH2:2][CH2:3]1. Given the reactants [CH:1]1([CH:4]([C:8]2[CH:13]=[CH:12][CH:11]=[CH:10][CH:9]=2)[C:5]([OH:7])=O)[CH2:3][CH2:2]1.[I:14][C:15]1[C:23]2[C:18](=[CH:19][CH:20]=[C:21]([NH2:24])[CH:22]=2)[N:17]([CH:25]2[CH2:30][CH2:29][CH2:28][CH2:27][O:26]2)[N:16]=1, predict the reaction product.